From a dataset of Full USPTO retrosynthesis dataset with 1.9M reactions from patents (1976-2016). Predict the reactants needed to synthesize the given product. (1) Given the product [CH3:12][N:6]([CH2:7][CH2:8][CH2:9][CH2:10][CH3:11])[CH2:5][CH2:4][C:3]([OH:13])=[O:2].[ClH:15], predict the reactants needed to synthesize it. The reactants are: C[O:2][C:3](=[O:13])[CH2:4][CH2:5][N:6]([CH3:12])[CH2:7][CH2:8][CH2:9][CH2:10][CH3:11].Br.[ClH:15]. (2) Given the product [Cl:1][C:2]1[CH:3]=[CH:4][C:5]([OH:25])=[C:6]([CH2:8][N:9]2[C:13]([CH3:14])=[CH:12][C:11]([C:15]([NH:17][CH2:18][C:19]3[CH:24]=[CH:23][CH:22]=[CH:21][N:20]=3)=[O:16])=[N:10]2)[CH:7]=1, predict the reactants needed to synthesize it. The reactants are: [Cl:1][C:2]1[CH:3]=[CH:4][C:5]([O:25]CC2C=CC=CC=2)=[C:6]([CH2:8][N:9]2[C:13]([CH3:14])=[CH:12][C:11]([C:15]([NH:17][CH2:18][C:19]3[CH:24]=[CH:23][CH:22]=[CH:21][N:20]=3)=[O:16])=[N:10]2)[CH:7]=1.C(=O)([O-])[O-].[K+].[K+]. (3) Given the product [CH3:1][O:2][C:3](=[O:23])[C:4]1[CH:9]=[CH:8][C:7]([O:10][CH2:11][CH2:12][CH2:13][CH:14]2[CH2:15][CH2:16][N:17]([C:20]3[O:24][N:25]=[C:26]([CH2:27][CH3:28])[N:21]=3)[CH2:18][CH2:19]2)=[CH:6][C:5]=1[CH3:22], predict the reactants needed to synthesize it. The reactants are: [CH3:1][O:2][C:3](=[O:23])[C:4]1[CH:9]=[CH:8][C:7]([O:10][CH2:11][CH2:12][CH2:13][CH:14]2[CH2:19][CH2:18][N:17]([C:20]#[N:21])[CH2:16][CH2:15]2)=[CH:6][C:5]=1[CH3:22].[OH:24][NH:25][C:26](=N)[CH2:27][CH3:28]. (4) The reactants are: [CH3:1][NH2:2].Cl.[N:4]1[CH:9]=[CH:8][C:7]([CH2:10][CH2:11][S:12](Cl)(=[O:14])=[O:13])=[CH:6][CH:5]=1.C(=O)([O-])O.[Na+]. Given the product [CH3:1][NH:2][S:12]([CH2:11][CH2:10][C:7]1[CH:8]=[CH:9][N:4]=[CH:5][CH:6]=1)(=[O:14])=[O:13], predict the reactants needed to synthesize it. (5) Given the product [F:26][C:25]([F:28])([F:27])[S:22]([O:13][C:9]1[CH:8]=[N:7][CH:6]=[C:5]2[C:10]=1[CH:11]=[CH:12][C:3]([CH:1]=[CH2:2])=[N:4]2)(=[O:23])=[O:21], predict the reactants needed to synthesize it. The reactants are: [CH:1]([C:3]1[CH:12]=[CH:11][C:10]2[C:9]([OH:13])=[CH:8][N:7]=[CH:6][C:5]=2[N:4]=1)=[CH2:2].CCN(CC)CC.[O:21](S(C(F)(F)F)(=O)=O)[S:22]([C:25]([F:28])([F:27])[F:26])(=O)=[O:23]. (6) Given the product [CH:14]([C:10]1[NH:9][C:8]([C:6]([OH:7])=[O:5])=[C:12]([CH3:13])[CH:11]=1)=[O:15], predict the reactants needed to synthesize it. The reactants are: [OH-].[Li+].C([O:5][C:6]([C:8]1[NH:9][C:10]([CH:14]=[O:15])=[CH:11][C:12]=1[CH3:13])=[O:7])C. (7) Given the product [NH2:44][C:45]1[N:46]=[CH:47][N:48]=[C:49]([N:32]2[CH2:33][CH2:34][CH:29]([C:14]3[N:13]([CH:10]4[CH2:11][CH2:12][N:8]([C:6]([O:5][C:1]([CH3:4])([CH3:2])[CH3:3])=[O:7])[CH2:9]4)[CH:17]=[C:16]([C:18]4[CH:23]=[CH:22][C:21]([F:24])=[C:20]([C:25]([F:27])([F:26])[F:28])[CH:19]=4)[N:15]=3)[CH2:30][CH2:31]2)[C:50]=1[C:51]#[N:52], predict the reactants needed to synthesize it. The reactants are: [C:1]([O:5][C:6]([N:8]1[CH2:12][CH2:11][CH:10]([N:13]2[CH:17]=[C:16]([C:18]3[CH:23]=[CH:22][C:21]([F:24])=[C:20]([C:25]([F:28])([F:27])[F:26])[CH:19]=3)[N:15]=[C:14]2[CH:29]2[CH2:34][CH2:33][NH:32][CH2:31][CH2:30]2)[CH2:9]1)=[O:7])([CH3:4])([CH3:3])[CH3:2].C(N(C(C)C)C(C)C)C.[NH2:44][C:45]1[C:50]([C:51]#[N:52])=[C:49](Cl)[N:48]=[CH:47][N:46]=1.